Binary Classification. Given a drug SMILES string, predict its activity (active/inactive) in a high-throughput screening assay against a specified biological target. From a dataset of Cav3 T-type calcium channel HTS with 100,875 compounds. The compound is Fc1ccc(C2(NC(=O)C)CCN(CC2)C(=O)Nc2c(F)cc(F)cc2)cc1. The result is 0 (inactive).